This data is from Forward reaction prediction with 1.9M reactions from USPTO patents (1976-2016). The task is: Predict the product of the given reaction. (1) Given the reactants [N:1]([C:4]1[CH:9]=[CH:8][CH:7]=[C:6]([Cl:10])[CH:5]=1)=[N+:2]=[N-:3].[CH2:11]([OH:14])[C:12]#[CH:13].O=C1O[C@H]([C@H](CO)O)C([O-])=C1O.[Na+], predict the reaction product. The product is: [Cl:10][C:6]1[CH:5]=[C:4]([N:1]2[CH:13]=[C:12]([CH2:11][OH:14])[N:3]=[N:2]2)[CH:9]=[CH:8][CH:7]=1. (2) Given the reactants [OH:1][CH2:2][C:3]1[CH:4]=[C:5]([CH:8]=[CH:9][CH:10]=1)[C:6]#[N:7].[CH3:11][O:12][C:13]1[CH:34]=[CH:33][C:16]([C:17](Cl)([C:26]2[CH:31]=[CH:30][CH:29]=[CH:28][CH:27]=2)[C:18]2[CH:23]=[CH:22][C:21]([O:24][CH3:25])=[CH:20][CH:19]=2)=[CH:15][CH:14]=1.O, predict the reaction product. The product is: [CH3:25][O:24][C:21]1[CH:20]=[CH:19][C:18]([C:17]([O:1][CH2:2][C:3]2[CH:4]=[C:5]([CH:8]=[CH:9][CH:10]=2)[C:6]#[N:7])([C:26]2[CH:27]=[CH:28][CH:29]=[CH:30][CH:31]=2)[C:16]2[CH:33]=[CH:34][C:13]([O:12][CH3:11])=[CH:14][CH:15]=2)=[CH:23][CH:22]=1. (3) Given the reactants [CH:1]([N:4]1[CH2:14][CH:13]2[CH2:15][CH:6]([C:7]3[C:12]2=[CH:11][C:10]([N+:16]([O-])=O)=[CH:9][CH:8]=3)[CH2:5]1)([CH3:3])[CH3:2].[H][H], predict the reaction product. The product is: [CH:1]([N:4]1[CH2:14][CH:13]2[CH2:15][CH:6]([C:7]3[C:12]2=[CH:11][C:10]([NH2:16])=[CH:9][CH:8]=3)[CH2:5]1)([CH3:3])[CH3:2]. (4) Given the reactants [N:1]1([C:9]([CH2:11][N:12]2[C:18]3[C:19]([CH3:23])=[CH:20][CH:21]=[CH:22][C:17]=3[C:16]([CH2:24][OH:25])=[N:15][CH:14]([NH:26][C:27]([NH:29][C:30]3[CH:35]=[CH:34][CH:33]=[C:32]([CH3:36])[CH:31]=3)=[O:28])[C:13]2=[O:37])=[O:10])[CH2:8][CH2:7][CH2:6][CH2:5][CH2:4][CH2:3][CH2:2]1, predict the reaction product. The product is: [N:1]1([C:9]([CH2:11][N:12]2[C:18]3[C:19]([CH3:23])=[CH:20][CH:21]=[CH:22][C:17]=3[C:16]([CH:24]=[O:25])=[N:15][CH:14]([NH:26][C:27]([NH:29][C:30]3[CH:35]=[CH:34][CH:33]=[C:32]([CH3:36])[CH:31]=3)=[O:28])[C:13]2=[O:37])=[O:10])[CH2:8][CH2:7][CH2:6][CH2:5][CH2:4][CH2:3][CH2:2]1. (5) Given the reactants [OH-].[Na+].[F:3][C:4]1[C:9]([C:10]2[O:28][C:13]3[N:14]=[CH:15][N:16]=[C:17]([NH:18][CH2:19][CH2:20][CH2:21][CH2:22][CH2:23][C:24]([O:26]C)=[O:25])[C:12]=3[C:11]=2[C:29]2[CH:34]=[CH:33][C:32]([O:35][CH3:36])=[CH:31][CH:30]=2)=[CH:8][CH:7]=[CH:6][N:5]=1.Cl.O, predict the reaction product. The product is: [F:3][C:4]1[C:9]([C:10]2[O:28][C:13]3[N:14]=[CH:15][N:16]=[C:17]([NH:18][CH2:19][CH2:20][CH2:21][CH2:22][CH2:23][C:24]([OH:26])=[O:25])[C:12]=3[C:11]=2[C:29]2[CH:34]=[CH:33][C:32]([O:35][CH3:36])=[CH:31][CH:30]=2)=[CH:8][CH:7]=[CH:6][N:5]=1.